Dataset: Forward reaction prediction with 1.9M reactions from USPTO patents (1976-2016). Task: Predict the product of the given reaction. (1) The product is: [CH:10]([Si:13]([CH:17]([CH3:19])[CH3:18])([CH:14]([CH3:16])[CH3:15])[O:1][C:2]1[CH:9]=[CH:8][C:5]([CH:6]=[O:7])=[CH:4][CH:3]=1)([CH3:12])[CH3:11]. Given the reactants [OH:1][C:2]1[CH:9]=[CH:8][C:5]([CH:6]=[O:7])=[CH:4][CH:3]=1.[CH:10]([Si:13](Cl)([CH:17]([CH3:19])[CH3:18])[CH:14]([CH3:16])[CH3:15])([CH3:12])[CH3:11].N1C=CN=C1.O, predict the reaction product. (2) Given the reactants [CH:1]1([N:4]2[C:8]([NH2:9])=[CH:7][C:6]([CH3:10])=[N:5]2)[CH2:3][CH2:2]1.[CH:11]1([C:14](=O)[CH2:15][C:16](=O)[C:17]([O:19][CH2:20][CH3:21])=[O:18])[CH2:13][CH2:12]1, predict the reaction product. The product is: [CH:1]1([N:4]2[C:8]3[N:9]=[C:14]([CH:11]4[CH2:12][CH2:13]4)[CH:15]=[C:16]([C:17]([O:19][CH2:20][CH3:21])=[O:18])[C:7]=3[C:6]([CH3:10])=[N:5]2)[CH2:3][CH2:2]1. (3) The product is: [CH3:26][O:27][C:28]([C:30]1[S:34][C:33]([C:35]#[C:36][CH2:37][N:38]2[C:49](=[O:51])[CH2:48][CH2:47][C@@H:39]2[C:40]([O:42][C:43]([CH3:46])([CH3:45])[CH3:44])=[O:41])=[CH:32][CH:31]=1)=[O:29]. Given the reactants COC(=O)CC1C=CC(CN2C(=O)CC[C@@H]2C(OC(C)(C)C)=O)=CC=1.[CH3:26][O:27][C:28]([C:30]1[S:34][C:33]([C:35]#[C:36][CH2:37][NH:38][C@H:39]([CH2:47][CH2:48][C:49]([O:51]C(C)(C)C)=O)[C:40]([O:42][C:43]([CH3:46])([CH3:45])[CH3:44])=[O:41])=[CH:32][CH:31]=1)=[O:29], predict the reaction product. (4) Given the reactants [NH2:1][C@H:2]1[CH2:11][CH2:10][C:9]2[C:8]([S:12]([NH:15][C:16]3[CH:21]=[CH:20][C:19]([Cl:22])=[CH:18][CH:17]=3)(=[O:14])=[O:13])=[CH:7][CH:6]=[C:5]([O:23][CH3:24])[C:4]=2[CH2:3]1.[CH2:25]([O:27][C:28](Cl)=[O:29])[CH3:26].C(N(CC)CC)C, predict the reaction product. The product is: [Cl:22][C:19]1[CH:20]=[CH:21][C:16]([NH:15][S:12]([C:8]2[CH:7]=[CH:6][C:5]([O:23][CH3:24])=[C:4]3[C:9]=2[CH2:10][CH2:11][C@H:2]([NH:1][C:28](=[O:29])[O:27][CH2:25][CH3:26])[CH2:3]3)(=[O:13])=[O:14])=[CH:17][CH:18]=1. (5) Given the reactants [NH:1]1[CH2:8][CH2:7][CH2:6][C@H:2]1[C:3]([OH:5])=[O:4].O.CCN(C(C)C)C(C)C.[CH3:19][O:20][C:21]([NH:23][C@@H:24]([CH:35]([CH3:37])[CH3:36])[C:25](ON1C(=O)CCC1=O)=[O:26])=[O:22], predict the reaction product. The product is: [CH3:19][O:20][C:21]([NH:23][C@@H:24]([CH:35]([CH3:37])[CH3:36])[C:25]([N:1]1[CH2:8][CH2:7][CH2:6][C@H:2]1[C:3]([OH:5])=[O:4])=[O:26])=[O:22].